Dataset: NCI-60 drug combinations with 297,098 pairs across 59 cell lines. Task: Regression. Given two drug SMILES strings and cell line genomic features, predict the synergy score measuring deviation from expected non-interaction effect. (1) Drug 1: CC(CN1CC(=O)NC(=O)C1)N2CC(=O)NC(=O)C2. Drug 2: C1=NC2=C(N=C(N=C2N1C3C(C(C(O3)CO)O)F)Cl)N. Cell line: U251. Synergy scores: CSS=41.8, Synergy_ZIP=-6.75, Synergy_Bliss=-0.490, Synergy_Loewe=-0.451, Synergy_HSA=2.92. (2) Drug 1: CCC1=CC2CC(C3=C(CN(C2)C1)C4=CC=CC=C4N3)(C5=C(C=C6C(=C5)C78CCN9C7C(C=CC9)(C(C(C8N6C)(C(=O)OC)O)OC(=O)C)CC)OC)C(=O)OC.C(C(C(=O)O)O)(C(=O)O)O. Drug 2: CCN(CC)CCNC(=O)C1=C(NC(=C1C)C=C2C3=C(C=CC(=C3)F)NC2=O)C. Cell line: SF-295. Synergy scores: CSS=38.9, Synergy_ZIP=1.93, Synergy_Bliss=0.752, Synergy_Loewe=-11.0, Synergy_HSA=1.03. (3) Drug 1: CCC1(CC2CC(C3=C(CCN(C2)C1)C4=CC=CC=C4N3)(C5=C(C=C6C(=C5)C78CCN9C7C(C=CC9)(C(C(C8N6C)(C(=O)OC)O)OC(=O)C)CC)OC)C(=O)OC)O.OS(=O)(=O)O. Drug 2: C1=CN(C=N1)CC(O)(P(=O)(O)O)P(=O)(O)O. Cell line: KM12. Synergy scores: CSS=0.424, Synergy_ZIP=-0.939, Synergy_Bliss=-1.13, Synergy_Loewe=-3.91, Synergy_HSA=-1.83. (4) Drug 1: CC1C(C(CC(O1)OC2CC(CC3=C2C(=C4C(=C3O)C(=O)C5=C(C4=O)C(=CC=C5)OC)O)(C(=O)C)O)N)O.Cl. Drug 2: CC1C(C(CC(O1)OC2CC(CC3=C2C(=C4C(=C3O)C(=O)C5=C(C4=O)C(=CC=C5)OC)O)(C(=O)CO)O)N)O.Cl. Cell line: IGROV1. Synergy scores: CSS=44.0, Synergy_ZIP=4.45, Synergy_Bliss=8.03, Synergy_Loewe=4.10, Synergy_HSA=8.37.